This data is from NCI-60 drug combinations with 297,098 pairs across 59 cell lines. The task is: Regression. Given two drug SMILES strings and cell line genomic features, predict the synergy score measuring deviation from expected non-interaction effect. (1) Drug 1: CC1=C(C(=CC=C1)Cl)NC(=O)C2=CN=C(S2)NC3=CC(=NC(=N3)C)N4CCN(CC4)CCO. Drug 2: CS(=O)(=O)OCCCCOS(=O)(=O)C. Cell line: SN12C. Synergy scores: CSS=23.1, Synergy_ZIP=-2.68, Synergy_Bliss=-3.67, Synergy_Loewe=-4.42, Synergy_HSA=-0.732. (2) Drug 1: C1=CC(=CC=C1CC(C(=O)O)N)N(CCCl)CCCl.Cl. Drug 2: CN1C2=C(C=C(C=C2)N(CCCl)CCCl)N=C1CCCC(=O)O.Cl. Cell line: CAKI-1. Synergy scores: CSS=19.9, Synergy_ZIP=-10.9, Synergy_Bliss=-4.37, Synergy_Loewe=-14.0, Synergy_HSA=-1.37. (3) Drug 1: CCCCCOC(=O)NC1=NC(=O)N(C=C1F)C2C(C(C(O2)C)O)O. Drug 2: N.N.Cl[Pt+2]Cl. Cell line: RXF 393. Synergy scores: CSS=14.1, Synergy_ZIP=1.86, Synergy_Bliss=1.65, Synergy_Loewe=-22.6, Synergy_HSA=2.06. (4) Drug 1: CNC(=O)C1=CC=CC=C1SC2=CC3=C(C=C2)C(=NN3)C=CC4=CC=CC=N4. Drug 2: C1CC(=O)NC(=O)C1N2CC3=C(C2=O)C=CC=C3N. Cell line: MDA-MB-231. Synergy scores: CSS=-1.39, Synergy_ZIP=0.572, Synergy_Bliss=-2.29, Synergy_Loewe=-5.54, Synergy_HSA=-5.54. (5) Drug 1: CC1=C(C(CCC1)(C)C)C=CC(=CC=CC(=CC(=O)O)C)C. Drug 2: C(CN)CNCCSP(=O)(O)O. Cell line: HS 578T. Synergy scores: CSS=18.7, Synergy_ZIP=6.76, Synergy_Bliss=1.54, Synergy_Loewe=-6.84, Synergy_HSA=1.51.